This data is from Full USPTO retrosynthesis dataset with 1.9M reactions from patents (1976-2016). The task is: Predict the reactants needed to synthesize the given product. (1) Given the product [CH2:6]([N:5]([CH2:8][CH3:9])[C:3](=[O:4])[CH2:2][N:10]([S:27]([C:24]1[CH:25]=[CH:26][C:21]([CH:18]([CH3:20])[CH3:19])=[CH:22][CH:23]=1)(=[O:29])=[O:28])[C:11]1[CH:16]=[CH:15][C:14]([CH3:17])=[CH:13][CH:12]=1)[CH3:7], predict the reactants needed to synthesize it. The reactants are: Br[CH2:2][C:3]([N:5]([CH2:8][CH3:9])[CH2:6][CH3:7])=[O:4].[NH2:10][C:11]1[CH:16]=[CH:15][C:14]([CH3:17])=[CH:13][CH:12]=1.[CH:18]([C:21]1[CH:26]=[CH:25][C:24]([S:27](Cl)(=[O:29])=[O:28])=[CH:23][CH:22]=1)([CH3:20])[CH3:19]. (2) Given the product [F:34][C:35]1[CH:36]=[C:37]([C:41]([N:43]=[C:44]=[S:45])=[O:42])[CH:38]=[CH:39][CH:40]=1.[Cl:11][C:12]1[CH:18]=[C:17]([O:19][C:20]2[C:29]3[C:24](=[CH:25][C:26]([O:32][CH3:33])=[C:27]([O:30][CH3:31])[CH:28]=3)[N:23]=[CH:22][CH:21]=2)[CH:16]=[CH:15][C:13]=1[NH:14][C:44]([NH:43][C:41](=[O:42])[C:37]1[CH:38]=[CH:39][CH:40]=[C:35]([F:34])[CH:36]=1)=[S:45], predict the reactants needed to synthesize it. The reactants are: FC1C=C(C(Cl)=O)C=CC=1.[Cl:11][C:12]1[CH:18]=[C:17]([O:19][C:20]2[C:29]3[C:24](=[CH:25][C:26]([O:32][CH3:33])=[C:27]([O:30][CH3:31])[CH:28]=3)[N:23]=[CH:22][CH:21]=2)[CH:16]=[CH:15][C:13]=1[NH2:14].[F:34][C:35]1[CH:36]=[C:37]([C:41]([N:43]=[C:44]=[S:45])=[O:42])[CH:38]=[CH:39][CH:40]=1. (3) Given the product [Li+:1].[CH3:7][CH:6]([N-:9][CH:10]([CH3:12])[CH3:11])[CH3:8].[C:13]1([S:19]([N:22]2[C:38]([I:39])=[C:26]3[CH2:27][CH:28]([N:35]([CH3:36])[CH3:37])[C:29]4[CH2:30][O:41][CH:45]=[CH:33][C:24]([C:25]=43)=[CH:23]2)(=[O:21])=[O:20])[CH:18]=[CH:17][CH:16]=[CH:15][CH:14]=1, predict the reactants needed to synthesize it. The reactants are: [Li:1]CCCC.[CH:6]([NH:9][CH:10]([CH3:12])[CH3:11])([CH3:8])[CH3:7].[C:13]1([S:19]([N:22]2[CH:38]=[C:26]3[CH2:27][CH:28]([N:35]([CH3:37])[CH3:36])[C:29]4[CH2:30]C(=O)C=[CH:33][C:24]([C:25]=43)=[CH:23]2)(=[O:21])=[O:20])[CH:18]=[CH:17][CH:16]=[CH:15][CH:14]=1.[I:39]I.[O:41]1[CH2:45]CCC1.